This data is from NCI-60 drug combinations with 297,098 pairs across 59 cell lines. The task is: Regression. Given two drug SMILES strings and cell line genomic features, predict the synergy score measuring deviation from expected non-interaction effect. (1) Drug 1: C1=CN(C=N1)CC(O)(P(=O)(O)O)P(=O)(O)O. Drug 2: CN1C2=C(C=C(C=C2)N(CCCl)CCCl)N=C1CCCC(=O)O.Cl. Cell line: SNB-75. Synergy scores: CSS=-2.40, Synergy_ZIP=2.98, Synergy_Bliss=4.65, Synergy_Loewe=0.553, Synergy_HSA=0.0568. (2) Drug 1: CN(C)N=NC1=C(NC=N1)C(=O)N. Synergy scores: CSS=1.02, Synergy_ZIP=1.41, Synergy_Bliss=0.615, Synergy_Loewe=-1.63, Synergy_HSA=-1.66. Cell line: MCF7. Drug 2: CC1=C(N=C(N=C1N)C(CC(=O)N)NCC(C(=O)N)N)C(=O)NC(C(C2=CN=CN2)OC3C(C(C(C(O3)CO)O)O)OC4C(C(C(C(O4)CO)O)OC(=O)N)O)C(=O)NC(C)C(C(C)C(=O)NC(C(C)O)C(=O)NCCC5=NC(=CS5)C6=NC(=CS6)C(=O)NCCC[S+](C)C)O. (3) Drug 1: C(CC(=O)O)C(=O)CN.Cl. Drug 2: CCC1(C2=C(COC1=O)C(=O)N3CC4=CC5=C(C=CC(=C5CN(C)C)O)N=C4C3=C2)O.Cl. Cell line: HT29. Synergy scores: CSS=11.9, Synergy_ZIP=-4.41, Synergy_Bliss=-2.44, Synergy_Loewe=-1.02, Synergy_HSA=-0.871. (4) Drug 1: C1=CC(=CC=C1CCC2=CNC3=C2C(=O)NC(=N3)N)C(=O)NC(CCC(=O)O)C(=O)O. Drug 2: CC12CCC3C(C1CCC2OP(=O)(O)O)CCC4=C3C=CC(=C4)OC(=O)N(CCCl)CCCl.[Na+]. Cell line: SK-MEL-2. Synergy scores: CSS=10.6, Synergy_ZIP=-6.95, Synergy_Bliss=-10.5, Synergy_Loewe=-6.54, Synergy_HSA=-6.61. (5) Cell line: NCI-H522. Drug 2: CC12CCC(CC1=CCC3C2CCC4(C3CC=C4C5=CN=CC=C5)C)O. Synergy scores: CSS=6.70, Synergy_ZIP=-2.18, Synergy_Bliss=0.223, Synergy_Loewe=-1.20, Synergy_HSA=-0.616. Drug 1: CS(=O)(=O)C1=CC(=C(C=C1)C(=O)NC2=CC(=C(C=C2)Cl)C3=CC=CC=N3)Cl.